From a dataset of Catalyst prediction with 721,799 reactions and 888 catalyst types from USPTO. Predict which catalyst facilitates the given reaction. (1) Reactant: [Li+].CC([N-]C(C)C)C.[C:9]1(=[O:16])[CH2:15][CH2:14][CH2:13][CH2:12][CH2:11][CH2:10]1.[F:17][C:18]([F:37])([F:36])[S:19](N(C1C=CC=CC=1)[S:19]([C:18]([F:37])([F:36])[F:17])(=[O:21])=[O:20])(=[O:21])=[O:20]. Product: [F:17][C:18]([F:37])([F:36])[S:19]([O:16][C:9]1[CH2:15][CH2:14][CH2:13][CH2:12][CH2:11][CH:10]=1)(=[O:21])=[O:20]. The catalyst class is: 305. (2) Reactant: [Cl:1][C:2]1[C:3]2[CH:10]=[CH:9][NH:8][C:4]=2[N:5]=[CH:6][N:7]=1.[I:11]N1C(=O)CCC1=O. Product: [Cl:1][C:2]1[C:3]2[C:10]([I:11])=[CH:9][NH:8][C:4]=2[N:5]=[CH:6][N:7]=1. The catalyst class is: 22. (3) Reactant: [CH:1]1[C:6]([NH:7][NH2:8])=[CH:5][CH:4]=[C:3]([S:9]([NH2:12])(=[O:11])=[O:10])[CH:2]=1.Cl.[CH3:14][C:15]1[CH:16]=[C:17]2[C:22](=[CH:23][CH:24]=1)[C:21](=O)[CH:20]([C:26](=O)[C:27]([F:30])([F:29])[F:28])[CH2:19][CH2:18]2. Product: [CH3:14][C:15]1[CH:24]=[CH:23][C:22]2[C:21]3[N:7]([C:6]4[CH:1]=[CH:2][C:3]([S:9]([NH2:12])(=[O:10])=[O:11])=[CH:4][CH:5]=4)[N:8]=[C:26]([C:27]([F:28])([F:29])[F:30])[C:20]=3[CH2:19][CH2:18][C:17]=2[CH:16]=1. The catalyst class is: 8. (4) Reactant: [C:1]1(=[O:7])[O:6][C:4](=[O:5])[CH2:3][CH2:2]1.[CH3:8][O:9][C:10]1[CH:11]=[C:12]([C@H:20]2[C@H:29]3[C:30]([O:32][CH2:33][C@@H:28]3[C@@H:27]([OH:34])[C:26]3[CH:25]=[C:24]4[O:35][CH2:36][O:37][C:23]4=[CH:22][C:21]2=3)=[O:31])[CH:13]=[C:14]([O:18][CH3:19])[C:15]=1[O:16][CH3:17]. Product: [CH3:19][O:18][C:14]1[CH:13]=[C:12]([C@H:20]2[C@H:29]3[C:30]([O:32][CH2:33][C@@H:28]3[C@@H:27]([O:34][C:1]([CH2:2][CH2:3][C:4]([OH:6])=[O:5])=[O:7])[C:26]3[CH:25]=[C:24]4[O:35][CH2:36][O:37][C:23]4=[CH:22][C:21]2=3)=[O:31])[CH:11]=[C:10]([O:9][CH3:8])[C:15]=1[O:16][CH3:17]. The catalyst class is: 17. (5) Reactant: [NH2:1][C:2](=[O:9])[CH2:3][C@H:4]([OH:8])[C:5]([OH:7])=O.Cl.[Cl:11][C:12]1[CH:13]=[C:14]2[C:18](=[CH:19][CH:20]=1)[NH:17][C:16]([C:21]([NH:23][C@@H:24]1[CH2:32][C:31]3[C:26](=[CH:27][CH:28]=[CH:29][CH:30]=3)[C@H:25]1[NH:33][CH3:34])=[O:22])=[CH:15]2.C1C=CC2N(O)N=NC=2C=1.C(N(CC)CC)C.CCN=C=NCCCN(C)C. Product: [Cl:11][C:12]1[CH:13]=[C:14]2[C:18](=[CH:19][CH:20]=1)[NH:17][C:16]([C:21]([NH:23][C@@H:24]1[CH2:32][C:31]3[C:26](=[CH:27][CH:28]=[CH:29][CH:30]=3)[C@H:25]1[N:33]([CH3:34])[C:5](=[O:7])[C@@H:4]([OH:8])[CH2:3][C:2]([NH2:1])=[O:9])=[O:22])=[CH:15]2. The catalyst class is: 3. (6) Reactant: C(OC([NH:8][C:9]1([CH3:27])[CH2:14][CH2:13][N:12]([C:15]2[CH:20]=[CH:19][C:18]([C:21]3[CH:26]=[CH:25][CH:24]=[CH:23][CH:22]=3)=[CH:17][N:16]=2)[CH2:11][CH2:10]1)=O)(C)(C)C.FC(F)(F)C(O)=O. Product: [NH2:8][C:9]1([CH3:27])[CH2:14][CH2:13][N:12]([C:15]2[CH:20]=[CH:19][C:18]([C:21]3[CH:26]=[CH:25][CH:24]=[CH:23][CH:22]=3)=[CH:17][N:16]=2)[CH2:11][CH2:10]1. The catalyst class is: 4. (7) Reactant: [Br:1][C:2]1[CH:11]=[CH:10][C:9]2[N:8]=[C:7](Cl)[C:6]3=[N:13][N:14](CC4C=CC(OC)=CC=4)[CH:15]=[C:5]3[C:4]=2[CH:3]=1.[NH:25]1[C:29]2[CH:30]=[CH:31][C:32]([NH2:34])=[CH:33][C:28]=2[N:27]=[CH:26]1.Cl. Product: [NH:25]1[C:29]2[CH:30]=[CH:31][C:32]([NH:34][C:7]3[C:6]4=[N:13][NH:14][CH:15]=[C:5]4[C:4]4[CH:3]=[C:2]([Br:1])[CH:11]=[CH:10][C:9]=4[N:8]=3)=[CH:33][C:28]=2[N:27]=[CH:26]1. The catalyst class is: 71. (8) Reactant: C([O:8][C:9]1[CH:10]=[C:11]([CH2:15][CH2:16][CH2:17][N:18]2[CH:22]=[CH:21][N:20]=[N:19]2)[CH:12]=[CH:13][CH:14]=1)C1C=CC=CC=1.[H][H]. Product: [N:18]1([CH2:17][CH2:16][CH2:15][C:11]2[CH:10]=[C:9]([OH:8])[CH:14]=[CH:13][CH:12]=2)[CH:22]=[CH:21][N:20]=[N:19]1. The catalyst class is: 352. (9) Reactant: [NH2:1][C:2]1[C:11]2[N:12]=[C:13]([CH2:28]O)[N:14]([CH2:15][C:16]3[O:20][N:19]=[C:18]([C:21]4[CH:26]=[CH:25][C:24]([F:27])=[CH:23][CH:22]=4)[CH:17]=3)[C:10]=2[C:9]2[CH:8]=[CH:7][CH:6]=[CH:5][C:4]=2[N:3]=1.C(N(S(F)(F)[F:36])CC)C. The catalyst class is: 4. Product: [F:36][CH2:28][C:13]1[N:14]([CH2:15][C:16]2[O:20][N:19]=[C:18]([C:21]3[CH:26]=[CH:25][C:24]([F:27])=[CH:23][CH:22]=3)[CH:17]=2)[C:10]2[C:9]3[CH:8]=[CH:7][CH:6]=[CH:5][C:4]=3[N:3]=[C:2]([NH2:1])[C:11]=2[N:12]=1. (10) Reactant: [CH:1]1([N:8]2[C@H:13]([CH3:14])[C:12](=[O:15])[N:11]([CH3:16])[C:10]3[CH:17]=[CH:18][C:19]([NH:21][C:22]4[CH:30]=[CH:29][C:25]([C:26]([OH:28])=[O:27])=[CH:24][CH:23]=4)=[N:20][C:9]2=3)[CH2:7][CH2:6][CH2:5][CH2:4][CH2:3][CH2:2]1.[NH2:31][C:32]1[CH:41]=[CH:40][C:35]([C:36]([O:38][CH3:39])=[O:37])=[CH:34][CH:33]=1.C(=O)([O-])[O-].[Cs+].[Cs+].C1C=CC(P(C2C=CC3C(=CC=CC=3)C=2C2C3C(=CC=CC=3)C=CC=2P(C2C=CC=CC=2)C2C=CC=CC=2)C2C=CC=CC=2)=CC=1. Product: [CH:1]1([N:8]2[C@H:13]([CH3:14])[C:12](=[O:15])[N:11]([CH3:16])[C:10]3[CH:17]=[CH:18][C:19]([NH:21][C:22]4[CH:23]=[CH:24][C:25]([C:26]([OH:28])=[O:27])=[CH:29][CH:30]=4)=[N:20][C:9]2=3)[CH2:2][CH2:3][CH2:4][CH2:5][CH2:6][CH2:7]1.[CH:1]1([N:8]2[C@H:13]([CH3:14])[C:12](=[O:15])[N:11]([CH3:16])[C:10]3[CH:17]=[CH:18][C:19]([NH:31][C:32]4[CH:33]=[CH:34][C:35]([C:36]([O:38][CH3:39])=[O:37])=[CH:40][CH:41]=4)=[N:20][C:9]2=3)[CH2:2][CH2:3][CH2:4][CH2:5][CH2:6][CH2:7]1. The catalyst class is: 164.